Dataset: CYP2C9 inhibition data for predicting drug metabolism from PubChem BioAssay. Task: Regression/Classification. Given a drug SMILES string, predict its absorption, distribution, metabolism, or excretion properties. Task type varies by dataset: regression for continuous measurements (e.g., permeability, clearance, half-life) or binary classification for categorical outcomes (e.g., BBB penetration, CYP inhibition). Dataset: cyp2c9_veith. (1) The drug is N#C/C(=C\c1ccc(Cl)cc1)c1nc2ncccc2[nH]1. The result is 1 (inhibitor). (2) The drug is CCOC(=O)N/N=C1/C[C@@H](O)[C@@H](O)[C@@H]2[C@@H]3C(=O)N(C[C@@H]4CCCO4)C(=O)[C@H]3CC[C@@H]12. The result is 0 (non-inhibitor). (3) The result is 1 (inhibitor). The compound is O=C(CSc1nc2nc(-c3cccs3)cc(C(F)(F)F)c2c(=O)[nH]1)NCc1ccco1. (4) The compound is CCCCC(=O)NC(Nc1cc(C)ccn1)(C(=O)OCC)C(F)(F)F. The result is 1 (inhibitor). (5) The molecule is S=C(NCc1ccccn1)Nc1cccc(Cl)c1. The result is 0 (non-inhibitor). (6) The molecule is O=C(/C=C/c1ccc(-c2ccccc2[N+](=O)[O-])o1)c1ccc(F)cc1. The result is 1 (inhibitor).